From a dataset of Peptide-MHC class I binding affinity with 185,985 pairs from IEDB/IMGT. Regression. Given a peptide amino acid sequence and an MHC pseudo amino acid sequence, predict their binding affinity value. This is MHC class I binding data. (1) The binding affinity (normalized) is 0.616. The MHC is HLA-A02:02 with pseudo-sequence HLA-A02:02. The peptide sequence is TLVKSGLTEV. (2) The peptide sequence is INFQFNNV. The MHC is H-2-Db with pseudo-sequence H-2-Db. The binding affinity (normalized) is 0.0516. (3) The peptide sequence is YQTPAVKSEH. The MHC is HLA-B15:01 with pseudo-sequence HLA-B15:01. The binding affinity (normalized) is 0.494. (4) The peptide sequence is ADVFHLYLQY. The MHC is HLA-B40:01 with pseudo-sequence HLA-B40:01. The binding affinity (normalized) is 0.103. (5) The peptide sequence is LEHGLYPQL. The MHC is HLA-A26:03 with pseudo-sequence HLA-A26:03. The binding affinity (normalized) is 0.0847. (6) The peptide sequence is GIYKDNLLL. The MHC is HLA-A02:03 with pseudo-sequence HLA-A02:03. The binding affinity (normalized) is 0.171.